From a dataset of Forward reaction prediction with 1.9M reactions from USPTO patents (1976-2016). Predict the product of the given reaction. (1) Given the reactants [Cl:1][C:2]1[CH:7]=[CH:6][C:5]([NH:8][C:9]2[C:10](=[O:34])[C:11](=[O:33])[C:12]=2[NH:13][CH2:14][CH2:15][NH:16][C:17]2[CH:22]=[C:21]([N:23]3[CH2:27][CH2:26][CH2:25][CH2:24]3)[N:20]=[C:19]([N:28]3[CH2:32][CH2:31][CH2:30][CH2:29]3)[N:18]=2)=[CH:4][CH:3]=1.[S:35](=[O:39])(=[O:38])([OH:37])[OH:36], predict the reaction product. The product is: [S:35]([OH:39])([OH:38])(=[O:37])=[O:36].[Cl:1][C:2]1[CH:3]=[CH:4][C:5]([NH:8][C:9]2[C:10](=[O:34])[C:11](=[O:33])[C:12]=2[NH:13][CH2:14][CH2:15][NH:16][C:17]2[CH:22]=[C:21]([N:23]3[CH2:24][CH2:25][CH2:26][CH2:27]3)[N:20]=[C:19]([N:28]3[CH2:32][CH2:31][CH2:30][CH2:29]3)[N:18]=2)=[CH:6][CH:7]=1. (2) The product is: [Cl:22][C:23]1[CH:28]=[C:27]([C:2]2[CH:7]=[C:6]([C:8]([F:11])([F:10])[F:9])[CH:5]=[C:4]([C:12]3[CH:17]=[CH:16][C:15]([C:18]([F:21])([F:20])[F:19])=[CH:14][CH:13]=3)[N:3]=2)[CH:26]=[CH:25][N:24]=1. Given the reactants Br[C:2]1[CH:7]=[C:6]([C:8]([F:11])([F:10])[F:9])[CH:5]=[C:4]([C:12]2[CH:17]=[CH:16][C:15]([C:18]([F:21])([F:20])[F:19])=[CH:14][CH:13]=2)[N:3]=1.[Cl:22][C:23]1[CH:28]=[C:27](I)[CH:26]=[CH:25][N:24]=1, predict the reaction product. (3) The product is: [F:26][C:27]1[CH:32]=[CH:31][C:30]([C:9]2[CH:10]=[C:11]([CH2:20][O:21][S:22]([CH3:25])(=[O:24])=[O:23])[C:12](=[O:19])[N:13]([CH2:15][CH:16]([CH3:17])[CH3:18])[N:14]=2)=[CH:29][C:28]=1[CH3:46]. Given the reactants FC1C=C([C:9]2[CH:10]=[C:11]([CH2:20][O:21][S:22]([CH3:25])(=[O:24])=[O:23])[C:12](=[O:19])[N:13]([CH2:15][CH:16]([CH3:18])[CH3:17])[N:14]=2)C=CC=1C.[F:26][C:27]1[CH:32]=[CH:31][C:30](C2C=C(CO)C(=O)N(CC(C)C)N=2)=[CH:29][C:28]=1[CH3:46], predict the reaction product.